Task: Predict the product of the given reaction.. Dataset: Forward reaction prediction with 1.9M reactions from USPTO patents (1976-2016) (1) Given the reactants [CH3:1][O:2][C:3]1[C:8]([N+:9]([O-])=O)=[CH:7][CH:6]=[CH:5][C:4]=1[N+:12]([O-])=O.O.O.[Sn](Cl)(Cl)(Cl)Cl, predict the reaction product. The product is: [CH3:1][O:2][C:3]1[C:8]([NH2:9])=[CH:7][CH:6]=[CH:5][C:4]=1[NH2:12]. (2) Given the reactants [Cl:1][C:2]1[C:7]([CH:8]([CH2:14][CH3:15])[CH2:9][C:10](OC)=[O:11])=[C:6](Cl)[N:5]=[CH:4][N:3]=1.[OH-].[NH4+:18], predict the reaction product. The product is: [Cl:1][C:2]1[C:7]2[C@H:8]([CH2:14][CH3:15])[CH2:9][C:10](=[O:11])[NH:18][C:6]=2[N:5]=[CH:4][N:3]=1. (3) Given the reactants [Br:1][C:2]1[N:7]=[C:6]([Cl:8])[C:5]([NH:9][CH3:10])=[C:4]([NH:11][C:12](=O)[CH2:13][CH3:14])[CH:3]=1, predict the reaction product. The product is: [Br:1][C:2]1[N:7]=[C:6]([Cl:8])[C:5]2[N:9]([CH3:10])[C:12]([CH2:13][CH3:14])=[N:11][C:4]=2[CH:3]=1. (4) Given the reactants C(OC(C1(NC(OC(C)(C)C)=O)CC(O)C2C1C2C(OCC)=O)=O)C.C1(N=C=O)C2C(=CC=CC=2)C=CC=1.C([O:41][C:42]([C:44]1([NH:69]C(OC(C)(C)C)=O)[CH2:49][CH:48]([O:50][C:51](=[O:63])[NH:52][C:53]2[C:62]3[C:57](=[CH:58][CH:59]=[CH:60][CH:61]=3)[CH:56]=[CH:55][CH:54]=2)[CH:47]2[CH:45]1[CH:46]2[C:64]([O:66]CC)=[O:65])=[O:43])C, predict the reaction product. The product is: [NH2:69][C:44]1([C:42]([OH:43])=[O:41])[CH2:49][CH:48]([O:50][C:51](=[O:63])[NH:52][C:53]2[C:62]3[C:57](=[CH:58][CH:59]=[CH:60][CH:61]=3)[CH:56]=[CH:55][CH:54]=2)[CH:47]2[CH:45]1[CH:46]2[C:64]([OH:66])=[O:65]. (5) Given the reactants C(N(C(C)C)CC)(C)C.[C:10]([C:12]1[CH:17]=[CH:16][C:15]([CH2:18][NH2:19])=[CH:14][N:13]=1)#[N:11].[NH:20]([C:39]([O:41][C:42]([CH3:45])([CH3:44])[CH3:43])=[O:40])[C@@H:21]([C:29]([N:31]1[CH2:38][CH2:37][CH2:36][C@H:32]1[C:33](O)=[O:34])=[O:30])[CH2:22][C:23]1[CH:28]=[CH:27][CH:26]=[CH:25][CH:24]=1, predict the reaction product. The product is: [C:10]([C:12]1[N:13]=[CH:14][C:15]([CH2:18][NH:19][C:33](=[O:34])[C@@H:32]2[CH2:36][CH2:37][CH2:38][N:31]2[C:29](=[O:30])[C@@H:21]([CH2:22][C:23]2[CH:24]=[CH:25][CH:26]=[CH:27][CH:28]=2)[NH:20][C:39]([O:41][C:42]([CH3:45])([CH3:43])[CH3:44])=[O:40])=[CH:16][CH:17]=1)#[N:11]. (6) Given the reactants [H-].[Na+].[CH3:3][N:4]1[CH2:17][CH2:16][C:7]2[NH:8][C:9]3[CH:10]=[CH:11][C:12]([CH3:15])=[CH:13][C:14]=3[C:6]=2[CH2:5]1.Br[CH:19]1[CH2:23][CH2:22][N:21]([CH3:24])[C:20]1=[O:25], predict the reaction product. The product is: [CH3:3][N:4]1[CH2:17][CH2:16][C:7]2[N:8]([CH:19]3[CH2:23][CH2:22][N:21]([CH3:24])[C:20]3=[O:25])[C:9]3[CH:10]=[CH:11][C:12]([CH3:15])=[CH:13][C:14]=3[C:6]=2[CH2:5]1.